This data is from Forward reaction prediction with 1.9M reactions from USPTO patents (1976-2016). The task is: Predict the product of the given reaction. (1) Given the reactants [Cl:1][C:2]1[CH:17]=[CH:16][C:5]2[NH:6][C:7]3[S:8][C:9]([CH3:15])=[CH:10][C:11]=3[C:12](=[S:14])[NH:13][C:4]=2[CH:3]=1.[CH3:18]N(C=O)C.C(=O)([O-])[O-].[K+].[K+].IC, predict the reaction product. The product is: [Cl:1][C:2]1[CH:17]=[CH:16][C:5]2[NH:6][C:7]3[S:8][C:9]([CH3:15])=[CH:10][C:11]=3[C:12]([S:14][CH3:18])=[N:13][C:4]=2[CH:3]=1. (2) Given the reactants [F:1][C:2]1[CH:3]=[CH:4][C:5]([O:30][CH3:31])=[C:6]([C:8]([CH3:29])([CH3:28])[CH2:9][C:10]([OH:27])(C(F)(F)F)[CH2:11][N:12]2[C:21]3[C:16](=[CH:17][CH:18]=[CH:19][CH:20]=3)[C:15](=[O:22])[CH:14]=[CH:13]2)[CH:7]=1.C(=O)([O-])[O-].[K+].[K+], predict the reaction product. The product is: [F:1][C:2]1[CH:3]=[CH:4][C:5]([O:30][CH3:31])=[C:6]([C:8]([CH3:29])([CH3:28])[CH2:9][C:10](=[O:27])[CH2:11][N:12]2[C:21]3[C:16](=[CH:17][CH:18]=[CH:19][CH:20]=3)[C:15](=[O:22])[CH:14]=[CH:13]2)[CH:7]=1. (3) Given the reactants Cl[C:2]1[N:3]=[C:4]([NH:23][CH:24]2[CH2:26][CH2:25]2)[C:5]2[C:10]([C:11]#[N:12])=[CH:9][N:8](S(C3C=CC(C)=CC=3)(=O)=O)[C:6]=2[N:7]=1.[NH2:27][C:28]1[CH:33]=[CH:32][C:31]([S:34]([NH2:37])(=[O:36])=[O:35])=[CH:30][CH:29]=1.C[Si](Cl)(C)C, predict the reaction product. The product is: [C:11]([C:10]1[C:5]2[C:4]([NH:23][CH:24]3[CH2:25][CH2:26]3)=[N:3][C:2]([NH:27][C:28]3[CH:33]=[CH:32][C:31]([S:34]([NH2:37])(=[O:35])=[O:36])=[CH:30][CH:29]=3)=[N:7][C:6]=2[NH:8][CH:9]=1)#[N:12]. (4) Given the reactants ClC1C2C(=CC(OC)=C(OC)C=2)N=CN=1.[CH3:16][O:17][C:18]1[CH:19]=[C:20]2[C:25](=[CH:26][C:27]=1[O:28][CH3:29])[N:24]=[CH:23][N:22]=[C:21]2[O:30][C:31]1[CH:36]=[CH:35][C:34]([NH2:37])=[CH:33][CH:32]=1.NC1C=CC(O)=CC=1.CC(=O)CC.[OH-].[Na+], predict the reaction product. The product is: [CH3:16][O:17][C:18]1[CH:19]=[C:20]2[C:25](=[CH:26][C:27]=1[O:28][CH3:29])[N:24]=[CH:23][N:22]=[C:21]2[O:30][C:31]1[CH:36]=[CH:35][C:34]([NH2:37])=[CH:33][CH:32]=1. (5) Given the reactants Br[CH:2]([CH2:7][C:8]1[CH:13]=[C:12]([O:14][C:15]2[N:19]([CH3:20])[N:18]=[C:17]([CH3:21])[C:16]=2[CH3:22])[C:11]([Cl:23])=[CH:10][C:9]=1[Cl:24])[C:3](OC)=[O:4].[NH2:25][C:26]([NH2:28])=[S:27].C([O-])(=O)C.[Na+], predict the reaction product. The product is: [Cl:24][C:9]1[CH:10]=[C:11]([Cl:23])[C:12]([O:14][C:15]2[N:19]([CH3:20])[N:18]=[C:17]([CH3:21])[C:16]=2[CH3:22])=[CH:13][C:8]=1[CH2:7][CH:2]1[S:27][C:26](=[NH:25])[NH:28][C:3]1=[O:4]. (6) Given the reactants [F:1][C:2]1[CH:7]=[CH:6][CH:5]=[CH:4][C:3]=1[C:8]1[N:9]=[N:10][N:11]([CH3:27])[C:12]=1[C:13]1[N:14]=[CH:15][N:16]([C:18]2[CH:26]=[CH:25][C:21]([C:22]([OH:24])=O)=[CH:20][N:19]=2)[CH:17]=1.CN(C(ON1N=NC2C=CC=CC1=2)=[N+](C)C)C.[B-](F)(F)(F)F.CCN(C(C)C)C(C)C.[NH2:59][CH:60]1[CH2:65][CH2:64][O:63][CH2:62][CH2:61]1, predict the reaction product. The product is: [F:1][C:2]1[CH:7]=[CH:6][CH:5]=[CH:4][C:3]=1[C:8]1[N:9]=[N:10][N:11]([CH3:27])[C:12]=1[C:13]1[N:14]=[CH:15][N:16]([C:18]2[CH:26]=[CH:25][C:21]([C:22]([NH:59][CH:60]3[CH2:65][CH2:64][O:63][CH2:62][CH2:61]3)=[O:24])=[CH:20][N:19]=2)[CH:17]=1. (7) Given the reactants [N+:1]([C:4]1[CH:5]=[C:6](C(O)=O)[NH:7][N:8]=1)([O-:3])=[O:2].C([N:14]([CH2:17]C)CC)C.C1(P(N=[N+]=[N-])(C2C=CC=CC=2)=[O:26])C=CC=CC=1.[C:36]([OH:40])([CH3:39])([CH3:38])[CH3:37], predict the reaction product. The product is: [C:36]([O:40][C:17](=[O:26])[NH:14][C:6]1[NH:7][N:8]=[C:4]([N+:1]([O-:3])=[O:2])[CH:5]=1)([CH3:39])([CH3:38])[CH3:37].